Dataset: Cav3 T-type calcium channel HTS with 100,875 compounds. Task: Binary Classification. Given a drug SMILES string, predict its activity (active/inactive) in a high-throughput screening assay against a specified biological target. (1) The molecule is o1c2c(n3c(c2)c(=O)[nH]nc3CC)cc1. The result is 0 (inactive). (2) The drug is O(C(=O)c1c2nc3c(nc2n(c1N)Cc1occc1)cccc3)C(C)C. The result is 0 (inactive). (3) The drug is S(c1n(c(nn1)C1CC1)c1ccccc1)CC(=O)Nc1ccc(N2CCOCC2)cc1. The result is 0 (inactive). (4) The compound is O=c1n(C(C)C)c2c([nH]1)cccc2. The result is 0 (inactive). (5) The molecule is s1c2c(cc1C(=O)N(CCCOCC)Cc1occc1)c(=O)[nH]c1c2cc(cc1)C. The result is 0 (inactive).